Dataset: Full USPTO retrosynthesis dataset with 1.9M reactions from patents (1976-2016). Task: Predict the reactants needed to synthesize the given product. (1) The reactants are: [Cl-:1].[CH3:2][N:3]1[CH2:8][CH2:7][N:6]([CH2:9][C:10]([OH:12])=O)[CH2:5][CH2:4]1. Given the product [CH3:2][N:3]1[CH2:8][CH2:7][N:6]([CH2:9][C:10]([Cl:1])=[O:12])[CH2:5][CH2:4]1, predict the reactants needed to synthesize it. (2) Given the product [OH:1][C:2]1[CH:10]=[CH:9][C:5]([C:6]([N:13]([O:14][CH3:15])[CH3:12])=[O:7])=[CH:4][N:3]=1, predict the reactants needed to synthesize it. The reactants are: [OH:1][C:2]1[CH:10]=[CH:9][C:5]([C:6](Cl)=[O:7])=[CH:4][N:3]=1.Cl.[CH3:12][NH:13][O:14][CH3:15].C(O)C.N1C=CC=CC=1. (3) Given the product [C:21]([O:20][C:18]([N:12]1[CH2:17][CH2:16][N:15]([C:2]2[C:3]([F:11])=[C:4]([CH:8]=[CH:9][CH:10]=2)[C:5]([OH:7])=[O:6])[CH2:14][CH2:13]1)=[O:19])([CH3:24])([CH3:22])[CH3:23], predict the reactants needed to synthesize it. The reactants are: Br[C:2]1[C:3]([F:11])=[C:4]([CH:8]=[CH:9][CH:10]=1)[C:5]([OH:7])=[O:6].[N:12]1([C:18]([O:20][C:21]([CH3:24])([CH3:23])[CH3:22])=[O:19])[CH2:17][CH2:16][NH:15][CH2:14][CH2:13]1. (4) Given the product [C:1]([O:5][C:6](=[O:30])[NH:7][CH2:8][CH2:9][CH2:10][CH2:11][NH:12][S:13]([C:16]1[CH:17]=[CH:18][C:19]([CH2:22][N:23]([CH2:24][C:25]2[NH:26][CH:27]=[CH:28][N:29]=2)[CH2:37][C:33]2[N:32]([CH3:31])[CH:36]=[CH:35][N:34]=2)=[CH:20][CH:21]=1)(=[O:14])=[O:15])([CH3:4])([CH3:2])[CH3:3], predict the reactants needed to synthesize it. The reactants are: [C:1]([O:5][C:6](=[O:30])[NH:7][CH2:8][CH2:9][CH2:10][CH2:11][NH:12][S:13]([C:16]1[CH:21]=[CH:20][C:19]([CH2:22][NH:23][CH2:24][C:25]2[NH:26][CH:27]=[CH:28][N:29]=2)=[CH:18][CH:17]=1)(=[O:15])=[O:14])([CH3:4])([CH3:3])[CH3:2].[CH3:31][N:32]1[CH:36]=[CH:35][N:34]=[C:33]1[CH:37]=O.C([BH3-])#N.[Na+].C(O)(=O)C. (5) Given the product [Cl:25][C:26]1[CH:31]=[CH:30][CH:29]=[CH:28][C:27]=1[CH2:32][C:33]1[N:34]=[C:22]([CH:10]2[CH2:11][CH:12]([C:14]3[CH:15]=[CH:16][C:17]([CH2:20][CH3:21])=[CH:18][CH:19]=3)[CH2:13][N:8]([C:6]([CH:1]3[CH2:5][CH2:4][CH2:3][CH2:2]3)=[O:7])[CH2:9]2)[O:36][N:35]=1, predict the reactants needed to synthesize it. The reactants are: [CH:1]1([C:6]([N:8]2[CH2:13][CH:12]([C:14]3[CH:19]=[CH:18][C:17]([CH2:20][CH3:21])=[CH:16][CH:15]=3)[CH2:11][CH:10]([C:22](O)=O)[CH2:9]2)=[O:7])[CH2:5][CH2:4][CH2:3][CH2:2]1.[Cl:25][C:26]1[CH:31]=[CH:30][CH:29]=[CH:28][C:27]=1[CH2:32][C:33](=[N:35][OH:36])[NH2:34]. (6) The reactants are: Cl[C:2]1[CH:19]=[CH:18][C:5]([C:6]([NH:8][CH2:9][C:10]2[CH:15]=[CH:14][C:13]([C:16]#[N:17])=[CH:12][CH:11]=2)=[O:7])=[CH:4][N:3]=1.[NH2:20][NH2:21].O. Given the product [C:16]([C:13]1[CH:14]=[CH:15][C:10]([CH2:9][NH:8][C:6](=[O:7])[C:5]2[CH:18]=[CH:19][C:2]([NH:20][NH2:21])=[N:3][CH:4]=2)=[CH:11][CH:12]=1)#[N:17], predict the reactants needed to synthesize it. (7) Given the product [C:1]([O:5][C:6]([NH:8][CH2:9][CH2:10][C:11]1[C:12]([O:30][CH3:31])=[N:13][C:14]([C:26]([F:27])([F:28])[F:29])=[CH:15][C:16]=1[CH2:17][OH:18])=[O:7])([CH3:3])([CH3:4])[CH3:2], predict the reactants needed to synthesize it. The reactants are: [C:1]([O:5][C:6]([NH:8][CH2:9][CH2:10][C:11]1[C:12]([O:30][CH3:31])=[N:13][C:14]([C:26]([F:29])([F:28])[F:27])=[CH:15][C:16]=1[CH2:17][O:18][Si](C(C)(C)C)(C)C)=[O:7])([CH3:4])([CH3:3])[CH3:2].[F-].C([N+](CCCC)(CCCC)CCCC)CCC. (8) Given the product [CH3:17][C:14]1[CH:15]=[CH:16][C:11]([N:1]2[C:9]3[C:4](=[CH:5][CH:6]=[CH:7][CH:8]=3)[CH:3]=[CH:2]2)=[CH:12][CH:13]=1, predict the reactants needed to synthesize it. The reactants are: [NH:1]1[C:9]2[C:4](=[CH:5][CH:6]=[CH:7][CH:8]=2)[CH:3]=[CH:2]1.Br[C:11]1[CH:16]=[CH:15][C:14]([CH3:17])=[CH:13][CH:12]=1.[O-]P([O-])([O-])=O.[K+].[K+].[K+].[C@@H]1(N)CCCC[C@H]1N.